This data is from Full USPTO retrosynthesis dataset with 1.9M reactions from patents (1976-2016). The task is: Predict the reactants needed to synthesize the given product. (1) Given the product [C:9]1([C:8]2[C:20]3[C:15](=[CH:16][CH:17]=[CH:18][CH:19]=3)[NH:21][C:2]=2[C:3]([O:5][CH2:6][CH3:7])=[O:4])[CH:14]=[CH:13][CH:12]=[CH:11][CH:10]=1, predict the reactants needed to synthesize it. The reactants are: O=[C:2]([CH2:8][C:9]1[CH:14]=[CH:13][CH:12]=[CH:11][CH:10]=1)[C:3]([O:5][CH2:6][CH3:7])=[O:4].[C:15]1([NH:21]N)[CH:20]=[CH:19][CH:18]=[CH:17][CH:16]=1.C(O)C.Cl. (2) Given the product [OH:1][C:2]1[CH:11]=[C:10]2[C:5]([C:6](=[O:17])[CH2:7][CH:8]([C:12]([O:14][CH2:15][CH3:16])=[O:13])[O:9]2)=[CH:4][CH:3]=1, predict the reactants needed to synthesize it. The reactants are: [OH:1][C:2]1[CH:11]=[C:10]2[C:5]([C:6](=[O:17])[CH:7]=[C:8]([C:12]([O:14][CH2:15][CH3:16])=[O:13])[O:9]2)=[CH:4][CH:3]=1.[H][H].